Dataset: Full USPTO retrosynthesis dataset with 1.9M reactions from patents (1976-2016). Task: Predict the reactants needed to synthesize the given product. Given the product [NH2:19][C:14]1[C:15]([C:17]([NH2:18])=[O:23])=[CH:16][N:12]([CH2:11][C:10]2[CH:20]=[CH:21][C:7]([CH2:6][N:1]3[CH:5]=[CH:4][CH:3]=[N:2]3)=[CH:8][CH:9]=2)[N:13]=1, predict the reactants needed to synthesize it. The reactants are: [N:1]1([CH2:6][C:7]2[CH:21]=[CH:20][C:10]([CH2:11][N:12]3[CH:16]=[C:15]([C:17]#[N:18])[C:14]([NH2:19])=[N:13]3)=[CH:9][CH:8]=2)[CH:5]=[CH:4][CH:3]=[N:2]1.C(=O)([O-])[O-:23].[K+].[K+].OO.CS(C)=O.